Task: Predict the product of the given reaction.. Dataset: Forward reaction prediction with 1.9M reactions from USPTO patents (1976-2016) (1) The product is: [CH2:1]([N:8]([CH3:31])[CH2:9][CH2:10][CH2:11][NH:12][CH2:19][C:20]1[CH:25]=[C:24]([CH2:26][OH:27])[CH:23]=[CH:22][N:21]=1)[C:2]1[CH:7]=[CH:6][CH:5]=[CH:4][CH:3]=1. Given the reactants [CH2:1]([N:8]([CH3:31])[CH2:9][CH2:10][CH2:11][N:12]([CH2:19][C:20]1[CH:25]=[C:24]([C:26](OCC)=[O:27])[CH:23]=[CH:22][N:21]=1)C(=O)C(F)(F)F)[C:2]1[CH:7]=[CH:6][CH:5]=[CH:4][CH:3]=1.[BH4-].[Na+], predict the reaction product. (2) Given the reactants Br[CH2:2][C:3]([C:5]1[CH:10]=[CH:9][C:8]([O:11][C:12]2[CH:17]=[CH:16][C:15]([Cl:18])=[CH:14][CH:13]=2)=[CH:7][C:6]=1[CH3:19])=[O:4].[Si]([C:24]([F:27])([F:26])[F:25])(C)(C)C.[F-].[Cs+], predict the reaction product. The product is: [Cl:18][C:15]1[CH:16]=[CH:17][C:12]([O:11][C:8]2[CH:9]=[CH:10][C:5]([C:3]3([C:24]([F:27])([F:26])[F:25])[CH2:2][O:4]3)=[C:6]([CH3:19])[CH:7]=2)=[CH:13][CH:14]=1.